From a dataset of Full USPTO retrosynthesis dataset with 1.9M reactions from patents (1976-2016). Predict the reactants needed to synthesize the given product. (1) Given the product [F:1][C:2]([F:33])([F:34])[C:3]1[CH:4]=[C:5]([CH:26]=[C:27]([C:29]([F:32])([F:31])[F:30])[CH:28]=1)[CH2:6][N:7]([CH2:8][C:9]1[CH:14]=[C:13]([C:15]([F:17])([F:16])[F:18])[CH:12]=[CH:11][C:10]=1[N:19]([CH2:22][CH2:23][CH2:24][CH3:25])[CH2:20][CH3:21])[C:40]1[CH:41]=[C:36]([Cl:35])[N:37]=[CH:38][N:39]=1, predict the reactants needed to synthesize it. The reactants are: [F:1][C:2]([F:34])([F:33])[C:3]1[CH:4]=[C:5]([CH:26]=[C:27]([C:29]([F:32])([F:31])[F:30])[CH:28]=1)[CH2:6][NH:7][CH2:8][C:9]1[CH:14]=[C:13]([C:15]([F:18])([F:17])[F:16])[CH:12]=[CH:11][C:10]=1[N:19]([CH2:22][CH2:23][CH2:24][CH3:25])[CH2:20][CH3:21].[Cl:35][C:36]1[CH:41]=[C:40](Cl)[N:39]=[CH:38][N:37]=1.C(N(C(C)C)C(C)C)C.C(OCC)(=O)C. (2) Given the product [OH:2][CH2:1][C:3]1[S:7][CH:6]=[C:5]([C:8]([O:10][CH3:11])=[O:9])[CH:4]=1, predict the reactants needed to synthesize it. The reactants are: [CH:1]([C:3]1[S:7][CH:6]=[C:5]([C:8]([O:10][CH3:11])=[O:9])[CH:4]=1)=[O:2].[BH4-].[Na+]. (3) Given the product [CH2:7]([O:6][C:4]([C:3]1[N:1]=[C:15]([C:14]2[CH:17]=[CH:18][CH:19]=[CH:20][C:13]=2[Cl:12])[NH:16][C:9]=1[CH3:11])=[O:5])[CH3:8], predict the reactants needed to synthesize it. The reactants are: [N:1](=[C:3]([C:9]([CH3:11])=O)[C:4]([O:6][CH2:7][CH3:8])=[O:5])O.[Cl:12][C:13]1[CH:20]=[CH:19][CH:18]=[CH:17][C:14]=1[CH2:15][NH2:16]. (4) The reactants are: C([Si]([O:18][C@@H:19]1[C@H:26]2[C@H:22]([O:23][C:24]([CH3:28])([CH3:27])[O:25]2)[C:21]([CH2:29][O:30][C:31]([C:44]2[CH:49]=[CH:48][CH:47]=[CH:46][CH:45]=2)([C:38]2[CH:43]=[CH:42][CH:41]=[CH:40][CH:39]=2)[C:32]2[CH:37]=[CH:36][CH:35]=[CH:34][CH:33]=2)=[C:20]1[F:50])(C1C=CC=CC=1)C1C=CC=CC=1)(C)(C)C.[F-].C([N+](CCCC)(CCCC)CCCC)CCC.CC(OC)(C)C.[O-][Mn](=O)(=O)=O.[K+]. Given the product [F:50][C:20]1[C@H:19]([OH:18])[C@@H:26]2[O:25][C:24]([CH3:28])([CH3:27])[O:23][C@@H:22]2[C:21]=1[CH2:29][O:30][C:31]([C:38]1[CH:39]=[CH:40][CH:41]=[CH:42][CH:43]=1)([C:32]1[CH:33]=[CH:34][CH:35]=[CH:36][CH:37]=1)[C:44]1[CH:49]=[CH:48][CH:47]=[CH:46][CH:45]=1, predict the reactants needed to synthesize it.